From a dataset of Forward reaction prediction with 1.9M reactions from USPTO patents (1976-2016). Predict the product of the given reaction. (1) Given the reactants [NH2:1][C@:2]1([CH2:23][OH:24])[CH2:6][CH2:5][C@H:4]([C:7]2[CH:16]=[CH:15][C:14]3[CH2:13][C@@H:12]([CH2:17][CH2:18][CH2:19][CH2:20][CH2:21][CH3:22])[CH2:11][CH2:10][C:9]=3[CH:8]=2)[CH2:3]1.C1C(=O)N([I:32])C(=O)C1.[C:33]([OH:39])([C:35]([F:38])([F:37])[F:36])=[O:34], predict the reaction product. The product is: [NH2:1][C@:2]1([CH2:23][OH:24])[CH2:6][CH2:5][C@H:4]([C:7]2[C:16]([I:32])=[CH:15][C:14]3[CH2:13][C@@H:12]([CH2:17][CH2:18][CH2:19][CH2:20][CH2:21][CH3:22])[CH2:11][CH2:10][C:9]=3[CH:8]=2)[CH2:3]1.[C:33]([OH:39])([C:35]([F:38])([F:37])[F:36])=[O:34]. (2) Given the reactants [Cl:1][C:2]1[N:7]=[C:6](Cl)[CH:5]=[CH:4][N:3]=1.[F:9][C:10]1[CH:16]=[C:15]([F:17])[CH:14]=[CH:13][C:11]=1[NH2:12].C(N(C(C)C)CC)(C)C, predict the reaction product. The product is: [CH3:6][CH2:5][CH2:4][CH:10]([CH3:16])[CH3:11].[Cl:1][C:2]1[N:7]=[C:6]([NH:12][C:11]2[CH:13]=[CH:14][C:15]([F:17])=[CH:16][C:10]=2[F:9])[CH:5]=[CH:4][N:3]=1. (3) Given the reactants [NH2:1][C:2]1[C:7]([NH2:8])=[C:6]([Cl:9])[C:5]([Cl:10])=[CH:4][N:3]=1.[N:11]1([CH2:17][CH2:18][O:19][C:20]2[CH:28]=[CH:27][C:23]([C:24](O)=O)=[CH:22][CH:21]=2)[CH2:16][CH2:15][O:14][CH2:13][CH2:12]1, predict the reaction product. The product is: [Cl:10][C:5]1[C:6]([Cl:9])=[C:7]2[N:8]=[C:24]([C:23]3[CH:27]=[CH:28][C:20]([O:19][CH2:18][CH2:17][N:11]4[CH2:16][CH2:15][O:14][CH2:13][CH2:12]4)=[CH:21][CH:22]=3)[NH:1][C:2]2=[N:3][CH:4]=1. (4) Given the reactants [Br-].[F:2][C:3]1[CH:4]=[C:5]2[C:10](=[CH:11][C:12]=1[CH2:13][P+](C1C=CC=CC=1)(C1C=CC=CC=1)C1C=CC=CC=1)[O:9][CH2:8][CH:7]([CH2:33][CH2:34][CH2:35][CH2:36][CH3:37])[CH2:6]2.CC(C)([O-])C.[K+].[F:44][C:45]1[CH:46]=[C:47]2[C:52](=[C:53]([F:55])[CH:54]=1)[O:51][CH2:50][C:49]([CH:56]=O)=[CH:48]2.Cl, predict the reaction product. The product is: [F:44][C:45]1[CH:46]=[C:47]2[C:52](=[C:53]([F:55])[CH:54]=1)[O:51][CH2:50][C:49]([CH:56]=[CH:13][C:12]1[CH:11]=[C:10]3[C:5]([CH2:6][CH:7]([CH2:33][CH2:34][CH2:35][CH2:36][CH3:37])[CH2:8][O:9]3)=[CH:4][C:3]=1[F:2])=[CH:48]2. (5) Given the reactants [CH3:1][O:2][C:3](=[O:12])[CH2:4][C:5]1[CH:10]=[CH:9][C:8]([Br:11])=[CH:7][CH:6]=1.[H-].[Na+].[CH3:15][O:16][C:17](=O)[O:18]C.Cl, predict the reaction product. The product is: [CH3:1][O:2][C:3](=[O:12])[CH:4]([C:5]1[CH:10]=[CH:9][C:8]([Br:11])=[CH:7][CH:6]=1)[C:17]([O:16][CH3:15])=[O:18]. (6) Given the reactants [CH3:1][C:2]1([CH3:18])[CH2:7][O:6][B:5]([C:8]2[CH:13]=[CH:12][C:11]([N+]([O-])=O)=[CH:10][C:9]=2[NH2:17])[O:4][CH2:3]1.[NH2:19][C:20]1C=C(C=CC=1Br)C#N, predict the reaction product. The product is: [NH2:17][C:9]1[CH:10]=[C:11]([CH:12]=[CH:13][C:8]=1[B:5]1[O:6][CH2:7][C:2]([CH3:18])([CH3:1])[CH2:3][O:4]1)[C:20]#[N:19]. (7) Given the reactants [Si]([C:5]#[N:6])(C)(C)C.[NH2:7][C:8]1[CH:9]=[CH:10][C:11]([CH2:14][CH2:15][CH2:16][C:17]#[N:18])=[N:12][CH:13]=1.[CH3:19][C:20]([CH3:22])=O, predict the reaction product. The product is: [C:5]([C:20]([NH:7][C:8]1[CH:9]=[CH:10][C:11]([CH2:14][CH2:15][CH2:16][C:17]#[N:18])=[N:12][CH:13]=1)([CH3:22])[CH3:19])#[N:6]. (8) Given the reactants [F:1][C:2]1[CH:7]=[CH:6][CH:5]=[CH:4][C:3]=1[N:8]1[CH:12]=[C:11]([C:13]([O:15][C:16]([CH3:19])([CH3:18])[CH3:17])=[O:14])[C:10]([CH3:20])=[N:9]1.C(OOC(=O)C1C=CC=CC=1)(=O)C1C=CC=CC=1.[Br:39]N1C(=O)CCC1=O, predict the reaction product. The product is: [Br:39][CH2:20][C:10]1[C:11]([C:13]([O:15][C:16]([CH3:17])([CH3:19])[CH3:18])=[O:14])=[CH:12][N:8]([C:3]2[CH:4]=[CH:5][CH:6]=[CH:7][C:2]=2[F:1])[N:9]=1. (9) Given the reactants Cl[C:2]1[N:3]=[C:4]([O:29][CH:30]2[CH2:33][CH2:32][CH2:31]2)[C:5]2[C:10]([C:11]3[CH:20]=[CH:19][C:14]([C:15]([NH:17][CH3:18])=[O:16])=[CH:13][CH:12]=3)=[CH:9][N:8]([CH2:21][O:22][CH2:23][CH2:24][Si:25]([CH3:28])([CH3:27])[CH3:26])[C:6]=2[N:7]=1.Cl.[Cl:35][C:36]1[N:40]([CH3:41])[N:39]=[CH:38][C:37]=1[NH2:42].C(=O)([O-])[O-].[Cs+].[Cs+].C1(P(C2CCCCC2)C2C=CC=CC=2C2C(C(C)C)=CC(C(C)C)=CC=2C(C)C)CCCCC1, predict the reaction product. The product is: [Cl:35][C:36]1[N:40]([CH3:41])[N:39]=[CH:38][C:37]=1[NH:42][C:2]1[N:3]=[C:4]([O:29][CH:30]2[CH2:31][CH2:32][CH2:33]2)[C:5]2[C:10]([C:11]3[CH:20]=[CH:19][C:14]([C:15]([NH:17][CH3:18])=[O:16])=[CH:13][CH:12]=3)=[CH:9][N:8]([CH2:21][O:22][CH2:23][CH2:24][Si:25]([CH3:27])([CH3:26])[CH3:28])[C:6]=2[N:7]=1. (10) Given the reactants [CH3:1][Si:2]([CH3:21])([CH3:20])[CH2:3][CH2:4][O:5][C:6](=[O:19])[NH:7][C:8]1[CH:13]=[C:12]([N+:14]([O-])=O)[C:11]([Br:17])=[C:10]([CH3:18])[CH:9]=1.[NH4+].[Cl-], predict the reaction product. The product is: [CH3:20][Si:2]([CH3:1])([CH3:21])[CH2:3][CH2:4][O:5][C:6](=[O:19])[NH:7][C:8]1[CH:9]=[C:10]([CH3:18])[C:11]([Br:17])=[C:12]([NH2:14])[CH:13]=1.